Dataset: Forward reaction prediction with 1.9M reactions from USPTO patents (1976-2016). Task: Predict the product of the given reaction. (1) Given the reactants [CH2:1]([O:5][CH2:6][CH2:7][CH2:8][CH3:9])[CH:2]1[O:4][CH2:3]1.[CH3:10][C:11]([NH2:22])([CH3:21])[CH2:12][C:13]1[CH:18]=[CH:17][C:16]([O:19][CH3:20])=[CH:15][CH:14]=1, predict the reaction product. The product is: [OH:4][CH:2]([CH2:1][O:5][CH2:6][CH2:7][CH2:8][CH3:9])[CH2:3][NH:22][C:11]([CH3:21])([CH3:10])[CH2:12][C:13]1[CH:18]=[CH:17][C:16]([O:19][CH3:20])=[CH:15][CH:14]=1. (2) Given the reactants [CH3:1][O:2][C:3]([C:5]1[C:6]([CH3:12])=[N+:7]([O-])[CH:8]=[CH:9][CH:10]=1)=[O:4].O=P(Cl)(Cl)[Cl:15], predict the reaction product. The product is: [Cl:15][CH2:12][C:6]1[N:7]=[CH:8][CH:9]=[CH:10][C:5]=1[C:3]([O:2][CH3:1])=[O:4]. (3) Given the reactants [F:1][C:2]([C:5]1[CH:10]=[CH:9][C:8]([CH:11]2[N:15]([C:16]3[N:17]=[N:18][C:19]([CH3:22])=[CH:20][CH:21]=3)[C:14](=[O:23])[C:13]([OH:24])=[C:12]2[C:25](=[O:35])[C:26]2[CH:31]=[CH:30][C:29]([CH:32]([CH3:34])[CH3:33])=[CH:28][CH:27]=2)=[CH:7][CH:6]=1)([F:4])[CH3:3].[C:36]([O:46][CH3:47])(=[O:45])[C@H:37]([C:39]1[CH:44]=[CH:43][CH:42]=[CH:41][CH:40]=1)O, predict the reaction product. The product is: [CH3:47][O:46][C:36](=[O:45])[C@H:37]([O:24][C:13]1[C:14](=[O:23])[N:15]([C:16]2[N:17]=[N:18][C:19]([CH3:22])=[CH:20][CH:21]=2)[C@H:11]([C:8]2[CH:7]=[CH:6][C:5]([C:2]([F:1])([F:4])[CH3:3])=[CH:10][CH:9]=2)[C:12]=1[C:25](=[O:35])[C:26]1[CH:27]=[CH:28][C:29]([CH:32]([CH3:33])[CH3:34])=[CH:30][CH:31]=1)[C:39]1[CH:40]=[CH:41][CH:42]=[CH:43][CH:44]=1. (4) Given the reactants IC1N=[N+:4]([O-:16])[C:5]2[CH:14]=[C:13]3[C:9]([CH2:10][CH:11](C)[CH2:12]3)=[CH:8][C:6]=2[N:7]=1.[CH2:17]([OH:20])[CH:18]=C.C([O-])(O)=[O:22].[Na+], predict the reaction product. The product is: [N+:4]([C:5]1[CH:14]=[C:13]2[C:9]([CH2:10][CH2:11][CH2:12]2)=[CH:8][C:6]=1[NH:7][C:17](=[O:20])[CH3:18])([O-:16])=[O:22]. (5) Given the reactants [OH:1][CH2:2][CH2:3][CH:4]1[O:8][C:7](=[O:9])[C:6]([CH3:11])([CH3:10])[CH2:5]1.[CH2:12]([C:15]1(C(O)=O)CCCCC1)[CH:13]=C.CC(C)(CC=C)C(OC)=O, predict the reaction product. The product is: [OH:1][CH2:2][CH2:3][CH:4]1[CH2:5][C:6]2([CH2:11][CH2:15][CH2:12][CH2:13][CH2:10]2)[C:7](=[O:9])[O:8]1. (6) Given the reactants C1N=C2N([C@@H]3[O:14][C@H](COP(OP(OP(O)(O)=O)(O)=O)(O)=O)[C@@H](O)C3)C=NC2=C(N)N=1.P(OC[C@H]1O[C@@H](N2C=CC(N)=NC2=O)C[C@@H]1O)(OP(OP(O)(O)=O)(O)=O)(=O)O.[P:59]([O:71][CH2:72][C@H:73]1[O:77][C@@H:76]([N:78]2[C:88]3N=C(N)N[C:82](=[O:83])[C:81]=3[N:80]=[CH:79]2)[CH2:75][C@@H:74]1[OH:89])([O:62][P:63]([O:66][P:67]([OH:70])([OH:69])=[O:68])([OH:65])=[O:64])(=[O:61])[OH:60], predict the reaction product. The product is: [CH:81]1[C:82](=[O:83])[NH:80][C:79](=[O:14])[N:78]([C@@H:76]2[O:77][C@H:73]([CH2:72][O:71][P:59]([O:62][P:63]([O:66][P:67]([OH:69])([OH:70])=[O:68])([OH:65])=[O:64])([OH:60])=[O:61])[C@@H:74]([OH:89])[CH2:75]2)[CH:88]=1. (7) Given the reactants [NH2:1][CH:2]1[CH2:7][CH2:6][O:5][CH2:4][CH2:3]1.[O:8]1[C:12]2[CH:13]=[CH:14][CH:15]=[CH:16][C:11]=2[CH:10]=[C:9]1[C:17]1[N:22]=[C:21]([NH:23][C:24]2[CH:28]=[C:27]([CH3:29])[NH:26][N:25]=2)[CH:20]=[C:19](Cl)[N:18]=1, predict the reaction product. The product is: [O:8]1[C:12]2[CH:13]=[CH:14][CH:15]=[CH:16][C:11]=2[CH:10]=[C:9]1[C:17]1[N:18]=[C:19]([NH:1][CH:2]2[CH2:7][CH2:6][O:5][CH2:4][CH2:3]2)[CH:20]=[C:21]([NH:23][C:24]2[CH:28]=[C:27]([CH3:29])[NH:26][N:25]=2)[N:22]=1. (8) Given the reactants [NH2:1][CH2:2][C:3]1[CH:7]=[N:6][N:5]([CH2:8][C@@H:9]2[C@H:12]([NH:13][C:14](=[O:30])/[C:15](=[N:22]\[O:23][C:24]([CH3:29])([CH3:28])[C:25]([OH:27])=[O:26])/[C:16]3[N:17]=[C:18]([NH2:21])[S:19][CH:20]=3)[C:11](=[O:31])[N:10]2[S:32]([OH:35])(=[O:34])=[O:33])[N:4]=1.Cl.C([C:39]([NH2:41])=O)C.CCN(C(C)C)C(C)C, predict the reaction product. The product is: [NH2:21][C:18]1[S:19][CH:20]=[C:16](/[C:15](=[N:22]/[O:23][C:24]([CH3:29])([CH3:28])[C:25]([OH:27])=[O:26])/[C:14]([NH:13][C@@H:12]2[C:11](=[O:31])[N:10]([S:32]([OH:35])(=[O:34])=[O:33])[C@@H:9]2[CH2:8][N:5]2[N:4]=[C:3]([CH2:2][NH:1][CH:39]=[NH:41])[CH:7]=[N:6]2)=[O:30])[N:17]=1.